Regression/Classification. Given a drug SMILES string, predict its absorption, distribution, metabolism, or excretion properties. Task type varies by dataset: regression for continuous measurements (e.g., permeability, clearance, half-life) or binary classification for categorical outcomes (e.g., BBB penetration, CYP inhibition). For this dataset (solubility_aqsoldb), we predict Y. From a dataset of Aqueous solubility values for 9,982 compounds from the AqSolDB database. (1) The molecule is NC(=O)c1cnccn1. The Y is -0.667 log mol/L. (2) The molecule is COC(=O)C(=O)c1ccccc1. The Y is -1.91 log mol/L. (3) The Y is -3.87 log mol/L. The drug is COc1ccc(Cc2nccc3cc(OC)c(OC)cc23)cc1OC. (4) The compound is [Al+3].[F-].[F-].[F-].[F-].[F-].[F-].[Na+].[Na+].[Na+]. The Y is -2.70 log mol/L. (5) The compound is C/C=C\C=O. The Y is 0.412 log mol/L. (6) The molecule is CCCCCC(=O)OC(=O)CCCCC. The Y is -4.30 log mol/L. (7) The molecule is CC(O)C(F)(F)F. The Y is 0.309 log mol/L. (8) The drug is C/C=C/CCC. The Y is -3.23 log mol/L. (9) The compound is CCOC(=O)CCN(SN(C)C(=O)Oc1cccc2c1OC(C)(C)C2)C(C)C. The Y is -4.71 log mol/L. (10) The compound is CCN(CC)C(=O)/C(Cl)=C(\C)OP(=O)(OC)OC. The Y is 0.523 log mol/L.